From a dataset of Full USPTO retrosynthesis dataset with 1.9M reactions from patents (1976-2016). Predict the reactants needed to synthesize the given product. (1) Given the product [CH2:1]([C:5]1[CH2:10][CH2:9][CH2:8][CH2:7][CH:6]=1)[CH:2]([CH3:4])[CH3:3], predict the reactants needed to synthesize it. The reactants are: [CH2:1]([C:5]1(O)[CH2:10][CH2:9][CH2:8][CH2:7][CH2:6]1)[CH:2]([CH3:4])[CH3:3].P(=O)(O)(O)O. (2) Given the product [Cl:1][C:2]1[CH:3]=[CH:4][CH:5]=[C:6]2[C:11]=1[N:10]=[C:9]([O:12][C:13]1[CH:18]=[CH:17][CH:16]=[CH:15][CH:14]=1)[C:8]([CH2:19][NH2:21])=[CH:7]2, predict the reactants needed to synthesize it. The reactants are: [Cl:1][C:2]1[CH:3]=[CH:4][CH:5]=[C:6]2[C:11]=1[N:10]=[C:9]([O:12][C:13]1[CH:18]=[CH:17][CH:16]=[CH:15][CH:14]=1)[C:8]([CH2:19]Cl)=[CH:7]2.[N-:21]=[N+]=[N-].[Na+]. (3) Given the product [CH3:4][C:3]1[N:9]=[C:10]2[C:11]([C:12]([O:14][CH3:15])=[O:13])=[CH:16][CH:17]=[CH:18][N:19]2[CH:2]=1, predict the reactants needed to synthesize it. The reactants are: Br[CH2:2][C:3](OC)(OC)[CH3:4].[NH2:9][C:10]1[N:19]=[CH:18][CH:17]=[CH:16][C:11]=1[C:12]([O:14][CH3:15])=[O:13]. (4) Given the product [CH3:12][N:13]([CH3:14])[CH:2]([C:4]1[CH:9]=[C:8]([OH:10])[CH:7]=[CH:6][CH:5]=1)[CH3:1], predict the reactants needed to synthesize it. The reactants are: [CH3:1][C:2]([C:4]1[CH:5]=[CH:6][CH:7]=[C:8]([OH:10])[CH:9]=1)=O.Cl.[CH3:12][NH:13][CH3:14].[O-]S([O-])(=O)=O.[Mg+2].[BH3-]C#N.[Na+].Cl. (5) Given the product [CH3:54][C@@H:37]1[C@@H:36]([NH:35][C:10]2[CH:15]=[CH:14][CH:13]=[CH:12][CH:11]=2)[C:45]2[C:40](=[CH:41][CH:42]=[CH:43][CH:44]=2)[N:39]([C:46](=[O:48])[CH3:47])[C@H:38]1[CH2:49][C:50]([F:53])([F:51])[F:52], predict the reactants needed to synthesize it. The reactants are: CC(C)([O-])C.[Na+].CN([C:10]1[C:15]([C:10]2[C:15](P(C3CCCCC3)C3CCCCC3)=[CH:14][CH:13]=[CH:12][CH:11]=2)=[CH:14][CH:13]=[CH:12][CH:11]=1)C.[NH2:35][C@H:36]1[C:45]2[C:40](=[CH:41][CH:42]=[CH:43][CH:44]=2)[N:39]([C:46](=[O:48])[CH3:47])[C@@H:38]([CH2:49][C:50]([F:53])([F:52])[F:51])[C@@H:37]1[CH3:54].BrC1C=CC=CC=1. (6) Given the product [Cl:20][C:15]1[CH:16]=[CH:17][CH:18]=[CH:19][C:14]=1[CH:1]1[C:9]2[C:4](=[CH:5][CH:6]=[CH:7][CH:8]=2)[CH:3]=[CH:2]1, predict the reactants needed to synthesize it. The reactants are: [CH2:1]1[C:9]2[C:4](=[CH:5][CH:6]=[CH:7][CH:8]=2)[CH:3]=[C:2]1B(O)O.Br[C:14]1[CH:19]=[CH:18][CH:17]=[CH:16][C:15]=1[Cl:20].[OH-].C([N+](CCCC)(CCCC)CCCC)CCC. (7) Given the product [CH:26]1([NH:29][C:19]2[N:18]=[C:17]([C:16]3[C:8]([C:6]4[CH:5]=[CH:4][N:3]=[C:2]([F:1])[CH:7]=4)=[N:9][N:10]4[CH:15]=[CH:14][CH:13]=[CH:12][C:11]=34)[CH:22]=[CH:21][N:20]=2)[CH2:28][CH2:27]1, predict the reactants needed to synthesize it. The reactants are: [F:1][C:2]1[CH:7]=[C:6]([C:8]2[C:16]([C:17]3[CH:22]=[CH:21][N:20]=[C:19](S(C)=O)[N:18]=3)=[C:11]3[CH:12]=[CH:13][CH:14]=[CH:15][N:10]3[N:9]=2)[CH:5]=[CH:4][N:3]=1.[CH:26]1([NH2:29])[CH2:28][CH2:27]1. (8) Given the product [C:1]([CH:3]([C:9]1[CH:21]=[CH:20][C:12]([C:13]([O:15][C:16]([CH3:17])([CH3:18])[CH3:19])=[O:14])=[CH:11][CH:10]=1)[C:4]([O:6][CH3:7])=[O:5])#[N:2], predict the reactants needed to synthesize it. The reactants are: [C:1]([CH2:3][C:4]([O:6][CH3:7])=[O:5])#[N:2].Br[C:9]1[CH:21]=[CH:20][C:12]([C:13]([O:15][C:16]([CH3:19])([CH3:18])[CH3:17])=[O:14])=[CH:11][CH:10]=1.P(C(C)(C)C)(C(C)(C)C)C(C)(C)C.